This data is from Full USPTO retrosynthesis dataset with 1.9M reactions from patents (1976-2016). The task is: Predict the reactants needed to synthesize the given product. (1) Given the product [CH2:3]([S:10][CH2:12][CH2:13][CH2:14][CH2:15][O:16][C:17](=[O:19])[CH3:18])[C:4]1[CH:9]=[CH:8][CH:7]=[CH:6][CH:5]=1, predict the reactants needed to synthesize it. The reactants are: [H-].[Na+].[CH2:3]([SH:10])[C:4]1[CH:9]=[CH:8][CH:7]=[CH:6][CH:5]=1.Br[CH2:12][CH2:13][CH2:14][CH2:15][O:16][C:17](=[O:19])[CH3:18]. (2) Given the product [CH2:12]1[CH2:13][CH2:14][CH2:15][CH2:16][CH:11]1[CH2:10][O:8][C:3]1[CH:4]=[CH:5][CH:6]=[CH:7][C:2]=1[Br:1], predict the reactants needed to synthesize it. The reactants are: [Br:1][C:2]1[CH:7]=[CH:6][CH:5]=[CH:4][C:3]=1[OH:8].Br[CH2:10][CH:11]1[CH2:16][CH2:15][CH2:14][CH2:13][CH2:12]1.C(=O)([O-])[O-].[K+].[K+].O. (3) Given the product [CH:21]1([N:16]2[CH2:17][CH2:18][C:19]3=[CH:20][N:11]([C:8]4[CH:9]=[CH:10][C:5]([S:2]([CH3:1])(=[O:4])=[O:3])=[CH:6][CH:7]=4)[N:12]=[C:13]3[CH2:14][CH2:15]2)[CH2:24][CH2:23][CH2:22]1, predict the reactants needed to synthesize it. The reactants are: [CH3:1][S:2]([C:5]1[CH:10]=[CH:9][C:8]([N:11]2[CH:20]=[C:19]3[C:13]([CH2:14][CH2:15][NH:16][CH2:17][CH2:18]3)=[N:12]2)=[CH:7][CH:6]=1)(=[O:4])=[O:3].[C:21]1(=O)[CH2:24][CH2:23][CH2:22]1.C(O[BH-](OC(=O)C)OC(=O)C)(=O)C.[Na+].